Dataset: Reaction yield outcomes from USPTO patents with 853,638 reactions. Task: Predict the reaction yield, written as a fraction of the theoretical maximum amount of product (1.0 means a 100% yield; for example, 0.34 means a 34% yield). (1) The reactants are [CH3:1][O:2][CH:3]([C:7]1[CH:12]=[CH:11][C:10]([CH3:13])=[CH:9][CH:8]=1)[CH2:4][CH2:5]Cl.[CH3:14][CH:15]([CH3:31])[C:16]([NH:18][C:19]1[CH:24]=[CH:23][CH:22]=[C:21]([CH:25]2[CH2:30][CH2:29][NH:28][CH2:27][CH2:26]2)[CH:20]=1)=[O:17].C(N(C(C)C)CC)(C)C.N. The catalyst is [I-].C([N+](CCCC)(CCCC)CCCC)CCC.O1CCOCC1.C(Cl)(Cl)Cl. The product is [CH3:1][O:2][CH:3]([C:7]1[CH:12]=[CH:11][C:10]([CH3:13])=[CH:9][CH:8]=1)[CH2:4][CH2:5][N:28]1[CH2:29][CH2:30][CH:25]([C:21]2[CH:20]=[C:19]([NH:18][C:16](=[O:17])[CH:15]([CH3:14])[CH3:31])[CH:24]=[CH:23][CH:22]=2)[CH2:26][CH2:27]1. The yield is 0.212. (2) The reactants are [Cu]C#N.[Br-].[Li+].[Br-].[C:7]([C:9]1[C:14]([Zn+])=[CH:13][CH:12]=[CH:11][N:10]=1)#[N:8].[Br:16][C:17]1[CH:18]=[C:19]([CH:23]=[CH:24][C:25]=1[O:26][CH3:27])[C:20](Cl)=[O:21]. The catalyst is C1COCC1. The product is [Br:16][C:17]1[CH:18]=[C:19]([CH:23]=[CH:24][C:25]=1[O:26][CH3:27])[C:20]([C:14]1[C:9]([C:7]#[N:8])=[N:10][CH:11]=[CH:12][CH:13]=1)=[O:21]. The yield is 0.300. (3) The reactants are Cl.[Cl:2][C:3]1[N:8]=[C:7](SC)[N:6]2[CH:11]=[CH:12][N:13]=[C:5]2[CH:4]=1.[OH-:14].[K+].CS.Cl. The catalyst is CO.O. The product is [Cl:2][C:3]1[NH:8][C:7](=[O:14])[N:6]2[CH:11]=[CH:12][N:13]=[C:5]2[CH:4]=1. The yield is 0.870. (4) The reactants are [Br:1][C:2]1[CH:7]=[CH:6][C:5]([S:8](Cl)(=O)=O)=[CH:4][C:3]=1[F:12].C1(P(C2C=CC=CC=2)C2C=CC=CC=2)C=CC=CC=1.Cl. The catalyst is CN(C)C=O.ClCCl. The product is [Br:1][C:2]1[CH:7]=[CH:6][C:5]([SH:8])=[CH:4][C:3]=1[F:12]. The yield is 0.500.